This data is from Forward reaction prediction with 1.9M reactions from USPTO patents (1976-2016). The task is: Predict the product of the given reaction. (1) Given the reactants B(Br)(Br)Br.C([O:12][C:13]1[CH:14]=[C:15]([F:31])[CH:16]=[C:17]([CH:19]=[CH:20][C:21]2[CH:26]=[CH:25][C:24]([O:27][C:28](=[O:30])[CH3:29])=[CH:23][CH:22]=2)[CH:18]=1)C1C=CC=CC=1.CO, predict the reaction product. The product is: [C:28]([O:27][C:24]1[CH:25]=[CH:26][C:21]([CH:20]=[CH:19][C:17]2[CH:18]=[C:13]([OH:12])[CH:14]=[C:15]([F:31])[CH:16]=2)=[CH:22][CH:23]=1)(=[O:30])[CH3:29]. (2) Given the reactants [OH:1][C:2]1[CH:7]=[CH:6][C:5]([C:8]2[N:13]=[C:12]([NH:14][C:15]3[CH:23]=[CH:22][C:18]([C:19](O)=[O:20])=[C:17]([O:24][CH3:25])[CH:16]=3)[CH:11]=[N:10][CH:9]=2)=[CH:4][CH:3]=1.[CH2:26]([N:28]([CH2:31][CH3:32])[CH2:29]C)C.[CH3:33][N:34](C(ON1N=NC2C=CC=CC1=2)=[N+](C)C)C.[B-](F)(F)(F)F, predict the reaction product. The product is: [CH3:26][N:28]([CH3:29])[CH2:31][CH2:32][CH2:33][NH:34][C:19](=[O:20])[C:18]1[CH:22]=[CH:23][C:15]([NH:14][C:12]2[CH:11]=[N:10][CH:9]=[C:8]([C:5]3[CH:4]=[CH:3][C:2]([OH:1])=[CH:7][CH:6]=3)[N:13]=2)=[CH:16][C:17]=1[O:24][CH3:25]. (3) Given the reactants [F:1][C:2]([F:34])([O:13][C:14]1[CH:19]=[CH:18][C:17]([C:20]2[CH:25]=[C:24]([F:26])[C:23]([O:27][C:28]([F:31])([F:30])[F:29])=[C:22]([F:32])[CH:21]=2)=[C:16]([F:33])[CH:15]=1)[C:3]1[C:10]([F:11])=[CH:9][C:6]([CH:7]=[O:8])=[CH:5][C:4]=1[F:12].O.[CH2:36]([CH:39]([CH2:42]O)[CH2:40][OH:41])[CH2:37][CH3:38].O.C1(C)C=CC(S(O)(=O)=O)=CC=1, predict the reaction product. The product is: [F:34][C:2]([F:1])([O:13][C:14]1[CH:19]=[CH:18][C:17]([C:20]2[CH:21]=[C:22]([F:32])[C:23]([O:27][C:28]([F:29])([F:31])[F:30])=[C:24]([F:26])[CH:25]=2)=[C:16]([F:33])[CH:15]=1)[C:3]1[C:4]([F:12])=[CH:5][C:6]([CH:7]2[O:41][CH2:40][CH:39]([CH2:36][CH2:37][CH3:38])[CH2:42][O:8]2)=[CH:9][C:10]=1[F:11]. (4) Given the reactants [CH2:1]([S:3]([N:6]1[CH2:11][CH2:10][CH:9]([C:12]2[C:20]3[C:15](=[C:16]([C:30]([NH2:32])=[O:31])[CH:17]=[C:18](B4OC(C)(C)C(C)(C)O4)[CH:19]=3)[NH:14][CH:13]=2)[CH2:8][CH2:7]1)(=[O:5])=[O:4])[CH3:2].Br[C:34]1[CH:35]=[C:36]([CH:39]=[C:40]([CH:42]=[O:43])[CH:41]=1)[C:37]#[N:38].C(=O)([O-])[O-].[K+].[K+], predict the reaction product. The product is: [C:37]([C:36]1[CH:35]=[C:34]([C:18]2[CH:19]=[C:20]3[C:15](=[C:16]([C:30]([NH2:32])=[O:31])[CH:17]=2)[NH:14][CH:13]=[C:12]3[CH:9]2[CH2:10][CH2:11][N:6]([S:3]([CH2:1][CH3:2])(=[O:4])=[O:5])[CH2:7][CH2:8]2)[CH:41]=[C:40]([CH:42]=[O:43])[CH:39]=1)#[N:38]. (5) Given the reactants [CH3:1][O:2][C:3]([C:5]1[CH:6]=[CH:7][C:8]([C:24]2[CH:29]=[CH:28][N:27]=[C:26]([NH:30][CH:31]3[CH2:36][CH2:35][CH2:34][CH2:33][CH2:32]3)[CH:25]=2)=[N:9][C:10]=1[N:11]1[CH2:16][CH2:15][N:14](C(OC(C)(C)C)=O)[CH2:13][CH2:12]1)=[O:4].FC(F)(F)C(O)=O, predict the reaction product. The product is: [CH3:1][O:2][C:3]([C:5]1[CH:6]=[CH:7][C:8]([C:24]2[CH:29]=[CH:28][N:27]=[C:26]([NH:30][CH:31]3[CH2:36][CH2:35][CH2:34][CH2:33][CH2:32]3)[CH:25]=2)=[N:9][C:10]=1[N:11]1[CH2:16][CH2:15][NH:14][CH2:13][CH2:12]1)=[O:4]. (6) Given the reactants Br[CH2:2][CH2:3][C:4]1[CH:9]=[CH:8][C:7]([F:10])=[CH:6][CH:5]=1.Cl.[Cl:12][C:13]1[CH:14]=[C:15]([NH:19]N)[CH:16]=[CH:17][CH:18]=1.[CH3:21][N:22]1[CH2:27][CH2:26][C:25](=O)[CH2:24][CH2:23]1, predict the reaction product. The product is: [F:10][C:7]1[CH:8]=[CH:9][C:4]([CH2:3][CH2:2][N:19]2[C:15]3[CH:16]=[CH:17][CH:18]=[C:13]([Cl:12])[C:14]=3[C:24]3[CH2:23][N:22]([CH3:21])[CH2:27][CH2:26][C:25]2=3)=[CH:5][CH:6]=1. (7) Given the reactants [N+:1]([C:4]1[CH:12]=[C:8]([C:9]([OH:11])=[O:10])[C:7]([NH2:13])=[CH:6][CH:5]=1)([O-:3])=[O:2].N1C=CC=CC=1.[C:20]([C:24]1[CH:32]=[CH:31][CH:30]=[CH:29][C:25]=1C(Cl)=O)([CH3:23])([CH3:22])[CH3:21].CN(C)[CH:35]=[O:36], predict the reaction product. The product is: [C:20]([C:24]1[CH:25]=[CH:29][C:30]([C:35]([NH:13][C:7]2[CH:6]=[CH:5][C:4]([N+:1]([O-:3])=[O:2])=[CH:12][C:8]=2[C:9]([OH:11])=[O:10])=[O:36])=[CH:31][CH:32]=1)([CH3:21])([CH3:22])[CH3:23]. (8) The product is: [CH3:57][O:58][C:59]([C:61]1[N:62]([CH3:85])[C:63]([N:79]2[CH2:84][CH2:83][N:82]([C:52]3[CH:53]=[CH:54][CH:55]=[C:50]([C:48](=[O:49])[CH3:47])[CH:51]=3)[CH2:81][CH2:80]2)=[C:64]([C:73]2[CH:78]=[CH:77][N:76]=[CH:75][CH:74]=2)[C:65]=1[C:66]1[CH:71]=[CH:70][C:69]([F:72])=[CH:68][CH:67]=1)=[O:60]. Given the reactants C1C=CC(P(C2C(C3C(P(C4C=CC=CC=4)C4C=CC=CC=4)=CC=C4C=3C=CC=C4)=C3C(C=CC=C3)=CC=2)C2C=CC=CC=2)=CC=1.[CH3:47][C:48]([C:50]1[CH:55]=[CH:54][CH:53]=[C:52](Br)[CH:51]=1)=[O:49].[CH3:57][O:58][C:59]([C:61]1[N:62]([CH3:85])[C:63]([N:79]2[CH2:84][CH2:83][NH:82][CH2:81][CH2:80]2)=[C:64]([C:73]2[CH:78]=[CH:77][N:76]=[CH:75][CH:74]=2)[C:65]=1[C:66]1[CH:71]=[CH:70][C:69]([F:72])=[CH:68][CH:67]=1)=[O:60].C([O-])([O-])=O.[Cs+].[Cs+], predict the reaction product. (9) Given the reactants [Br:1][C:2]1[CH:3]=[CH:4][C:5]([CH2:13]Br)=[C:6]([CH:12]=1)[C:7]([O:9]CC)=O.[CH3:15][N:16]1[C:24]2[C:19](=[CH:20][C:21]([NH2:25])=[CH:22][CH:23]=2)[CH:18]=[CH:17]1.C(N(CC)C(C)C)(C)C, predict the reaction product. The product is: [Br:1][C:2]1[CH:12]=[C:6]2[C:5]([CH2:13][N:25]([C:21]3[CH:20]=[C:19]4[C:24](=[CH:23][CH:22]=3)[N:16]([CH3:15])[CH:17]=[CH:18]4)[C:7]2=[O:9])=[CH:4][CH:3]=1.